Predict the reaction yield, written as a fraction of the theoretical maximum amount of product (1.0 means a 100% yield; for example, 0.34 means a 34% yield). From a dataset of Reaction yield outcomes from USPTO patents with 853,638 reactions. (1) The reactants are [CH3:1][C:2]1[N:3]([C:8]2[CH:9]=[CH:10][C:11]([C:14]3[N:19]=[N:18][C:17]([N:20]([CH2:28][C:29]4([C:33]5[C:38]([F:39])=[CH:37][CH:36]=[CH:35][N:34]=5)[CH2:32][CH2:31][CH2:30]4)C(=O)OC(C)(C)C)=[CH:16][CH:15]=3)=[N:12][CH:13]=2)[C:4]([CH3:7])=[CH:5][CH:6]=1.C(O)(C(F)(F)F)=O. The catalyst is C(Cl)Cl. The product is [CH3:7][C:4]1[N:3]([C:8]2[CH:9]=[CH:10][C:11]([C:14]3[N:19]=[N:18][C:17]([NH:20][CH2:28][C:29]4([C:33]5[C:38]([F:39])=[CH:37][CH:36]=[CH:35][N:34]=5)[CH2:30][CH2:31][CH2:32]4)=[CH:16][CH:15]=3)=[N:12][CH:13]=2)[C:2]([CH3:1])=[CH:6][CH:5]=1. The yield is 0.460. (2) The reactants are [N-]=C=O.[O:4]=[C:5]1[CH:10]=[N:9][C:8]2[N:11]=[CH:12][CH:13]=[C:14]([O:15][C:16]3[CH:21]=[CH:20][C:19]([NH:22][C:23](=[O:29])OC(C)(C)C)=[CH:18][CH:17]=3)[C:7]=2[NH:6]1.[Cl:30][C:31]1[CH:36]=[CH:35][C:34]([N:37]=C=O)=[CH:33][C:32]=1[C:40]([F:43])([F:42])[F:41]. The catalyst is FC(F)(F)C(O)=O. The product is [Cl:30][C:31]1[CH:36]=[CH:35][C:34]([NH:37][C:23]([NH:22][C:19]2[CH:20]=[CH:21][C:16]([O:15][C:14]3[C:7]4[NH:6][C:5](=[O:4])[CH:10]=[N:9][C:8]=4[N:11]=[CH:12][CH:13]=3)=[CH:17][CH:18]=2)=[O:29])=[CH:33][C:32]=1[C:40]([F:41])([F:42])[F:43]. The yield is 0.0500.